The task is: Predict the reactants needed to synthesize the given product.. This data is from Retrosynthesis with 50K atom-mapped reactions and 10 reaction types from USPTO. (1) Given the product COc1ccc(-c2c(-c3ccccc3)oc3ccnc(NCC(C)(C)COCC(=O)O)c23)cc1, predict the reactants needed to synthesize it. The reactants are: COc1ccc(-c2c(-c3ccccc3)oc3ccnc(NCC(C)(C)COCC(=O)OC(C)(C)C)c23)cc1. (2) Given the product Cc1ccc2cccnc2n1, predict the reactants needed to synthesize it. The reactants are: Nc1ncccc1C=O.O=C(O)[C@@H]1CCCN1. (3) Given the product O=C(CCc1ccccc1)N1CCC(Cn2ccc3cc(-c4c[nH]nn4)ccc32)CC1, predict the reactants needed to synthesize it. The reactants are: C#Cc1ccc2c(ccn2CC2CCN(C(=O)CCc3ccccc3)CC2)c1.[N-]=[N+]=[N-]. (4) Given the product c1ccc(-c2ccnc(N3CCNCC3)n2)cc1, predict the reactants needed to synthesize it. The reactants are: CC(C)(C)OC(=O)N1CCN(c2nccc(-c3ccccc3)n2)CC1. (5) Given the product Cc1ccc(C(=O)NC2CC2)cc1-n1ncc(C(=O)c2cccc(OCCN3CCN(C)CC3)c2)c1N, predict the reactants needed to synthesize it. The reactants are: CN1CCNCC1.Cc1ccc(C(=O)NC2CC2)cc1-n1ncc(C(=O)c2cccc(OCCBr)c2)c1N.